This data is from Forward reaction prediction with 1.9M reactions from USPTO patents (1976-2016). The task is: Predict the product of the given reaction. (1) Given the reactants I[C:2]1[CH:3]=[C:4]([CH:24]=[CH:25][CH:26]=1)[CH2:5][O:6][NH:7][C:8](=[O:23])[C:9]1[CH:14]=[CH:13][CH:12]=[CH:11][C:10]=1[NH:15][CH2:16][C:17]1[CH:22]=[CH:21][N:20]=[CH:19][CH:18]=1.[C:27]([C:29]1[N:33]([CH3:34])[CH:32]=[N:31][CH:30]=1)#[CH:28], predict the reaction product. The product is: [CH3:34][N:33]1[C:29]([C:27]#[C:28][C:2]2[CH:3]=[C:4]([CH:24]=[CH:25][CH:26]=2)[CH2:5][O:6][NH:7][C:8](=[O:23])[C:9]2[CH:14]=[CH:13][CH:12]=[CH:11][C:10]=2[NH:15][CH2:16][C:17]2[CH:22]=[CH:21][N:20]=[CH:19][CH:18]=2)=[CH:30][N:31]=[CH:32]1. (2) Given the reactants [OH:1][C:2]1[CH:3]=[C:4]([CH:7]=[C:8]([C:10]([F:13])([F:12])[F:11])[CH:9]=1)[CH:5]=[O:6].C([O-])([O-])=O.[K+].[K+].[CH3:20][O:21][C:22]1[CH:29]=[CH:28][CH:27]=[CH:26][C:23]=1[CH2:24]Cl, predict the reaction product. The product is: [CH3:20][O:21][C:22]1[CH:29]=[CH:28][CH:27]=[CH:26][C:23]=1[CH2:24][O:1][C:2]1[CH:3]=[C:4]([CH:7]=[C:8]([C:10]([F:11])([F:12])[F:13])[CH:9]=1)[CH:5]=[O:6]. (3) The product is: [F:1][C:2]1[CH:7]=[CH:6][C:5]([C@H:8]([NH:10][C@H:11]2[CH2:15][CH2:14][C@@H:13]([C:16]3[CH:26]=[CH:25][C:19]([O:20][CH2:21][C:22]([N:32]4[CH2:33][CH2:34][NH:29][C:30](=[O:35])[CH2:31]4)=[O:23])=[CH:18][CH:17]=3)[CH2:12]2)[CH3:9])=[CH:4][C:3]=1[O:27][CH3:28]. Given the reactants [F:1][C:2]1[CH:7]=[CH:6][C:5]([C@H:8]([NH:10][C@H:11]2[CH2:15][CH2:14][C@@H:13]([C:16]3[CH:26]=[CH:25][C:19]([O:20][CH2:21][C:22](O)=[O:23])=[CH:18][CH:17]=3)[CH2:12]2)[CH3:9])=[CH:4][C:3]=1[O:27][CH3:28].[NH:29]1[CH2:34][CH2:33][NH:32][CH2:31][C:30]1=[O:35], predict the reaction product. (4) Given the reactants C(O[C:6](=O)[N:7]([C@@H:9]([CH3:49])[C:10]([NH:12][C@@H:13]([CH:41]1[CH2:46][CH2:45][C:44]([F:48])([F:47])[CH2:43][CH2:42]1)[C:14]([N:16]1[C@H:21]([C:22](=[O:34])[NH:23][C@H:24]2[C:33]3[C:28](=[CH:29][CH:30]=[CH:31][CH:32]=3)[O:27][CH2:26][CH2:25]2)[CH2:20][N:19]2[CH2:35][C@H:36]([O:38][CH2:39][CH3:40])[CH2:37][C@@H:18]2[CH2:17]1)=[O:15])=[O:11])C)(C)(C)C.C(OCC)(=O)C.[ClH:57], predict the reaction product. The product is: [ClH:57].[ClH:57].[F:48][C:44]1([F:47])[CH2:45][CH2:46][CH:41]([C@H:13]([NH:12][C:10](=[O:11])[C@H:9]([CH3:49])[NH:7][CH3:6])[C:14]([N:16]2[C@H:21]([C:22]([NH:23][C@H:24]3[C:33]4[C:28](=[CH:29][CH:30]=[CH:31][CH:32]=4)[O:27][CH2:26][CH2:25]3)=[O:34])[CH2:20][N:19]3[CH2:35][C@H:36]([O:38][CH2:39][CH3:40])[CH2:37][C@@H:18]3[CH2:17]2)=[O:15])[CH2:42][CH2:43]1. (5) Given the reactants [S:1]([OH:5])(O)(=[O:3])=[O:2].[NH2:6][CH:7]([CH2:9][C:10]1[CH:15]=[CH:14][CH:13]=[CH:12][CH:11]=1)[CH3:8].[NH2:16][C@H:17]([C:23](O)=[O:24])[CH2:18][CH2:19][CH2:20][CH2:21][NH2:22].[CH3:26][C@H](N)CC1C=CC=CC=1.[CH3:36][C@H](N)CC1C=CC=CC=1, predict the reaction product. The product is: [CH3:8][C@H:7]([NH:6][C:23]([C@@H:17]([NH2:16])[CH2:18][CH2:19][CH2:20][CH2:21][NH2:22])=[O:24])[CH2:9][C:10]1[CH:15]=[CH:14][CH:13]=[CH:12][CH:11]=1.[CH3:26][S:1]([OH:5])(=[O:3])=[O:2].[CH3:36][S:1]([OH:5])(=[O:3])=[O:2]. (6) Given the reactants Br[C:2]1[N:6]2[CH:7]=[CH:8][N:9]=[C:10]([NH:11][CH3:12])[C:5]2=[N:4][CH:3]=1.[C:13]1(B(O)O)[CH:18]=[CH:17][CH:16]=[CH:15][CH:14]=1, predict the reaction product. The product is: [CH3:12][NH:11][C:10]1[C:5]2[N:6]([C:2]([C:13]3[CH:18]=[CH:17][CH:16]=[CH:15][CH:14]=3)=[CH:3][N:4]=2)[CH:7]=[CH:8][N:9]=1. (7) Given the reactants [F:1][C:2]1[CH:3]=[CH:4][C:5](B2OC(C)(C)C(C)(C)O2)=[C:6]2[C:10]=1[C@H:9]([O:11][C:12]1[CH:25]=[CH:24][C:15]3[C@H:16]([CH2:19][C:20]([O:22][CH3:23])=[O:21])[CH2:17][O:18][C:14]=3[CH:13]=1)[CH2:8][CH2:7]2.Br[C:36]1[C:48]([CH3:49])=[CH:47][C:39]([O:40][CH:41]2[CH2:45][CH2:44][CH:43]([OH:46])[CH2:42]2)=[CH:38][C:37]=1[CH3:50], predict the reaction product. The product is: [F:1][C:2]1[CH:3]=[CH:4][C:5]([C:36]2[C:37]([CH3:50])=[CH:38][C:39]([O:40][CH:41]3[CH2:45][CH2:44][CH:43]([OH:46])[CH2:42]3)=[CH:47][C:48]=2[CH3:49])=[C:6]2[C:10]=1[C@H:9]([O:11][C:12]1[CH:25]=[CH:24][C:15]3[C@H:16]([CH2:19][C:20]([O:22][CH3:23])=[O:21])[CH2:17][O:18][C:14]=3[CH:13]=1)[CH2:8][CH2:7]2. (8) Given the reactants [NH2:1][C@@H:2]([CH2:20][C:21]1[CH:26]=[CH:25][C:24]([C:27]([F:30])([F:29])[F:28])=[CH:23][CH:22]=1)[CH2:3][NH:4][C:5]1[S:6][C:7]([C:10]2[CH:11]=[C:12]3[C:16](=[CH:17][CH:18]=2)[NH:15][C:14](=[O:19])[CH2:13]3)=[CH:8][N:9]=1.N1C=CC=CC=1.[C:37](OC(=O)C)(=[O:39])[CH3:38], predict the reaction product. The product is: [O:19]=[C:14]1[CH2:13][C:12]2[C:16](=[CH:17][CH:18]=[C:10]([C:7]3[S:6][C:5]([NH:4][CH2:3][C@@H:2]([NH:1][C:37](=[O:39])[CH3:38])[CH2:20][C:21]4[CH:22]=[CH:23][C:24]([C:27]([F:28])([F:29])[F:30])=[CH:25][CH:26]=4)=[N:9][CH:8]=3)[CH:11]=2)[NH:15]1. (9) Given the reactants [F:1][C:2]([F:21])([C:11]1[CH:16]=[CH:15][C:14]([C:17]([F:20])([F:19])[F:18])=[CH:13][CH:12]=1)[CH2:3][N:4]1[CH2:9][CH2:8][CH:7]([NH2:10])[CH2:6][CH2:5]1.Cl[C:23]1[C:24]2[CH:31]=[CH:30][NH:29][C:25]=2[N:26]=[CH:27][N:28]=1, predict the reaction product. The product is: [F:21][C:2]([F:1])([C:11]1[CH:16]=[CH:15][C:14]([C:17]([F:18])([F:19])[F:20])=[CH:13][CH:12]=1)[CH2:3][N:4]1[CH2:5][CH2:6][CH:7]([NH:10][C:23]2[C:24]3[CH:31]=[CH:30][NH:29][C:25]=3[N:26]=[CH:27][N:28]=2)[CH2:8][CH2:9]1. (10) The product is: [Cl:1][C:2]1[CH:3]=[C:4]([C@H:9]2[C@@H:15]([CH2:16][N:33]3[CH2:38][CH2:37][CH:36]([C:39]([O:41][CH3:42])=[O:40])[CH2:35][CH2:34]3)[O:14][CH2:13][CH2:12][N:11]([C:18]([O:20][C:21]([CH3:24])([CH3:23])[CH3:22])=[O:19])[CH2:10]2)[CH:5]=[CH:6][C:7]=1[Cl:8]. Given the reactants [Cl:1][C:2]1[CH:3]=[C:4]([C@H:9]2[C@@H:15]([CH2:16]I)[O:14][CH2:13][CH2:12][N:11]([C:18]([O:20][C:21]([CH3:24])([CH3:23])[CH3:22])=[O:19])[CH2:10]2)[CH:5]=[CH:6][C:7]=1[Cl:8].C(=O)([O-])[O-].[K+].[K+].[I-].[Na+].[NH:33]1[CH2:38][CH2:37][CH:36]([C:39]([O:41][CH3:42])=[O:40])[CH2:35][CH2:34]1, predict the reaction product.